This data is from NCI-60 drug combinations with 297,098 pairs across 59 cell lines. The task is: Regression. Given two drug SMILES strings and cell line genomic features, predict the synergy score measuring deviation from expected non-interaction effect. Drug 1: CC1=C(C(CCC1)(C)C)C=CC(=CC=CC(=CC(=O)O)C)C. Drug 2: CNC(=O)C1=NC=CC(=C1)OC2=CC=C(C=C2)NC(=O)NC3=CC(=C(C=C3)Cl)C(F)(F)F. Cell line: SK-MEL-28. Synergy scores: CSS=35.5, Synergy_ZIP=7.92, Synergy_Bliss=5.56, Synergy_Loewe=7.64, Synergy_HSA=6.89.